This data is from Catalyst prediction with 721,799 reactions and 888 catalyst types from USPTO. The task is: Predict which catalyst facilitates the given reaction. Reactant: [CH3:1][C:2]1([CH3:19])[C:10]2[C:5](=[CH:6][C:7]([C:11]3[CH:12]=[N:13][C:14]([CH3:17])=[N:15][CH:16]=3)=[CH:8][CH:9]=2)[NH:4][C:3]1=[O:18].C(=O)([O-])[O-].[Cs+].[Cs+].Br[CH2:27][CH3:28]. Product: [CH2:27]([N:4]1[C:5]2[C:10](=[CH:9][CH:8]=[C:7]([C:11]3[CH:16]=[N:15][C:14]([CH3:17])=[N:13][CH:12]=3)[CH:6]=2)[C:2]([CH3:19])([CH3:1])[C:3]1=[O:18])[CH3:28]. The catalyst class is: 384.